This data is from Experimentally validated miRNA-target interactions with 360,000+ pairs, plus equal number of negative samples. The task is: Binary Classification. Given a miRNA mature sequence and a target amino acid sequence, predict their likelihood of interaction. (1) The miRNA is mmu-miR-340-3p with sequence UCCGUCUCAGUUACUUUAUAGC. The protein sequence of the target gene is MAELVPFAVPIESDKTLLVWELSSGPTAEALHHSLFTAFSQFGLLYSVRVFPNAAVAHPGFYAVIKFYSARAAHRAQKACDRKQLFQKSPVKVRLGTRHKAVQHQALALNSSKCQELANYYFGFNGCSKRIIKLQELSDLEERENEDSMVPLPKQSLKFFCALEVVLPSCDCRSPGIGLVEEPMDKVEEGPLSFLMKRKTAQKLAIQKALSDAFQKLLIVVLESGKIAVEYRPSEDIVGVRCEEELHGLIQVPCSPWKQYGQEEEGYLSDFSLEEEEFRLPELD. Result: 0 (no interaction). (2) The miRNA is hsa-miR-4765 with sequence UGAGUGAUUGAUAGCUAUGUUC. The protein sequence of the target gene is MTSLFAQEIRLSKRHEEIVSQRLMLLQQMENKLGDQHTEKASQLQTVETAFKRNLSLLKDIEAAEKSLQTRIHPLPRPEVVSLETRYWASVEEYIPKWEQFLLGRAPYPFAVENQNEAENTIQNEAQR. Result: 0 (no interaction). (3) The miRNA is hsa-miR-518f-3p with sequence GAAAGCGCUUCUCUUUAGAGG. The protein sequence of the target gene is MEETQPPPQPKLPLCDSLMIWLQTFNTASPCQDVKQLTSGVAMAQVLHQIDAAWFNESWLSRIKEDVGDNWRIKASNVKKVLQGIMSYYHEFLGQQISEALIPDLNQITECSDPVELGRLLQLILGCAINCEKKQEHIQNIMTLEESVQHVVMTAIQELMSKEILSSPPNDAVGELEQQLKRALEELQEALAEKEELRQRCEELDMQVTTLQDEKNSLVSENEMMNEKLDQLDGSFDDPNTVVAKKYFHAQLQLEQLQEENFRLEAAKDDYRVHCEELEKQLIEFQHRNDELTSLAEETR.... Result: 0 (no interaction). (4) The miRNA is hsa-miR-30e-5p with sequence UGUAAACAUCCUUGACUGGAAG. Result: 1 (interaction). The protein sequence of the target gene is MGNSLLRENRRQQNTQEMPWNVRMQSPKQRTSRCWDHHIAEGCFCLPWKKILIFEKRQDSQNENERMSSTPIQDNVDQTYSEELCYTLINHRVLCTRPSGNSAEEYYENVPCKAERPRESLGGTETEYSLLHMPSTDPRHARSPEDEYELLMPHRISSHFLQQPRPLMAPSETQFSHL. (5) The miRNA is hsa-miR-6728-3p with sequence UCUCUGCUCUGCUCUCCCCAG. The protein sequence of the target gene is MFQLPVNNLGSLRKARKTVKKILSDIGLEYCKEHIEDFKQFEPNDFYLKNTTWEDVGLWDPSLTKNQDYRTKPFCCSACPFSSKFFSAYKSHFRNVHSEDFENRILLNCPYCTFNADKKTLETHIKIFHAPNSSAPSSSLSTFKDKNKNDGLKPKQADNVEQAVYYCKKCTYRDPLYEIVRKHIYREHFQHVAAPYIAKAGEKSLNGAVSLGTNAREECNIHCKRCLFMPKSYEALVQHVIEDHERIGYQVTAMIGHTNVVVPRAKPLMLIAPKPQDKKGMGLPPRISSLASGNVRSLPS.... Result: 0 (no interaction). (6) The miRNA is hsa-miR-593-3p with sequence UGUCUCUGCUGGGGUUUCU. The protein sequence of the target gene is MEISSHQSHLLQQLNEQRRQDVFCDCSILVEGKVFKAHRNVLFASSGYFKMLLSQNSKETSQPTTATFQAFSPDTFTVILDFVYSGKLSLTGQNVIEVMSAASFLQMTDVISVCKTFIKSSLDISEKEKDRYFSLSDKDANSNGVERSSFYSGGWQEGSSSPRSHLSPEQGTGIISGKSWNKYNYHPASQKNTQQPLAKHEPRKESIKKTKHLRLSQPSEVTHYKSSKREVRTSDSSSHVSQSEEQAQIDAEMDSTPVGYQYGQGSDVTSKSFPDDLPRMRFKCPYCTHVVKRKADLKRH.... Result: 1 (interaction).